This data is from NCI-60 drug combinations with 297,098 pairs across 59 cell lines. The task is: Regression. Given two drug SMILES strings and cell line genomic features, predict the synergy score measuring deviation from expected non-interaction effect. (1) Drug 1: CC(C1=C(C=CC(=C1Cl)F)Cl)OC2=C(N=CC(=C2)C3=CN(N=C3)C4CCNCC4)N. Drug 2: C1=CN(C(=O)N=C1N)C2C(C(C(O2)CO)O)O.Cl. Cell line: SK-OV-3. Synergy scores: CSS=9.00, Synergy_ZIP=-4.16, Synergy_Bliss=2.16, Synergy_Loewe=-2.46, Synergy_HSA=2.37. (2) Drug 1: COC1=C(C=C2C(=C1)N=CN=C2NC3=CC(=C(C=C3)F)Cl)OCCCN4CCOCC4. Drug 2: CN(C)C1=NC(=NC(=N1)N(C)C)N(C)C. Cell line: SNB-75. Synergy scores: CSS=19.1, Synergy_ZIP=-3.66, Synergy_Bliss=-1.42, Synergy_Loewe=-29.4, Synergy_HSA=-2.82. (3) Drug 1: C1=CN(C(=O)N=C1N)C2C(C(C(O2)CO)O)O.Cl. Drug 2: CN(C(=O)NC(C=O)C(C(C(CO)O)O)O)N=O. Cell line: HL-60(TB). Synergy scores: CSS=53.3, Synergy_ZIP=0.376, Synergy_Bliss=2.18, Synergy_Loewe=-33.1, Synergy_HSA=4.21.